Task: Predict the product of the given reaction.. Dataset: Forward reaction prediction with 1.9M reactions from USPTO patents (1976-2016) (1) Given the reactants F[P-](F)(F)(F)(F)F.N1(OC(N(C)C)=[N+](C)C)[C:12]2[CH:13]=[CH:14][CH:15]=[CH:16][C:11]=2N=N1.ON1C2C=CC=C[C:29]=2N=N1.[CH3:35][O:36][C:37]([C:39]1[CH:40]=[CH:41][C:42]2[N:43]([C:45]([CH2:55][C:56]([OH:58])=O)(C3C=CC(C)=CC=3)[CH2:46][N:47]=2)[CH:44]=1)=[O:38].[CH3:59][NH:60][CH3:61], predict the reaction product. The product is: [CH3:59][N:60]([CH3:61])[C:56]([CH2:55][C:45]1[N:43]2[CH:44]=[C:39]([C:37]([O:36][CH3:35])=[O:38])[CH:40]=[CH:41][C:42]2=[N:47][C:46]=1[C:11]1[CH:12]=[CH:13][C:14]([CH3:29])=[CH:15][CH:16]=1)=[O:58]. (2) Given the reactants Cl[C:2]1[CH:7]=[CH:6][N:5]=[C:4]([NH2:8])[CH:3]=1.C([O-])([O-])=O.[K+].[K+].[NH:15]1[CH2:20][CH2:19][O:18][CH2:17][CH2:16]1.O, predict the reaction product. The product is: [O:18]1[CH2:19][CH2:20][N:15]([C:6]2[N:5]=[C:4]([NH2:8])[CH:3]=[CH:2][CH:7]=2)[CH2:16][CH2:17]1. (3) The product is: [C:22]([O:21][C:19]([N:14]1[CH2:15][CH2:16][CH:17]([O:18][C:27]2[N:32]=[CH:31][N:30]=[C:29]([N:33]3[C:41]4[C:36](=[CH:37][C:38]([C:42]([OH:44])=[O:43])=[CH:39][CH:40]=4)[CH2:35][CH2:34]3)[C:28]=2[CH3:46])[CH:12]([F:11])[CH2:13]1)=[O:20])([CH3:25])([CH3:24])[CH3:23]. Given the reactants C[Si]([N-][Si](C)(C)C)(C)C.[Na+].[F:11][CH:12]1[CH:17]([OH:18])[CH2:16][CH2:15][N:14]([C:19]([O:21][C:22]([CH3:25])([CH3:24])[CH3:23])=[O:20])[CH2:13]1.Cl[C:27]1[N:32]=[CH:31][N:30]=[C:29]([N:33]2[C:41]3[C:36](=[CH:37][C:38]([C:42]([O:44]C)=[O:43])=[CH:39][CH:40]=3)[CH2:35][CH2:34]2)[C:28]=1[CH3:46], predict the reaction product. (4) Given the reactants [N:1]1([CH2:6][CH2:7][N:8]2[C:12]3[CH:13]=[CH:14][CH:15]=[CH:16][C:11]=3[N:10]=[C:9]2[N:17]2[CH2:23][CH2:22][CH2:21][NH:20][CH2:19][CH2:18]2)[CH:5]=[N:4][N:3]=[N:2]1.[IH:24], predict the reaction product. The product is: [IH:24].[N:1]1([CH2:6][CH2:7][N:8]2[C:12]3[CH:13]=[CH:14][CH:15]=[CH:16][C:11]=3[N:10]=[C:9]2[N:17]2[CH2:23][CH2:22][CH2:21][NH:20][CH2:19][CH2:18]2)[CH:5]=[N:4][N:3]=[N:2]1. (5) Given the reactants [CH2:1]([NH:8][S:9]([NH2:12])(=[O:11])=[O:10])[C:2]1[CH:7]=[CH:6][CH:5]=[CH:4][CH:3]=1.CC([O-])(C)C.[K+:18], predict the reaction product. The product is: [K+:18].[CH2:1]([NH:8][S:9]([NH-:12])(=[O:11])=[O:10])[C:2]1[CH:3]=[CH:4][CH:5]=[CH:6][CH:7]=1. (6) Given the reactants [F:1][CH:2]([F:17])[C:3]1([C:10]2[CH:15]=[CH:14][CH:13]=[CH:12][C:11]=2[F:16])[NH:8][C:7](=S)[CH2:6][O:5][CH2:4]1.[NH3:18], predict the reaction product. The product is: [F:1][CH:2]([F:17])[C:3]1([C:10]2[CH:15]=[CH:14][CH:13]=[CH:12][C:11]=2[F:16])[CH2:4][O:5][CH2:6][C:7]([NH2:18])=[N:8]1.